From a dataset of Catalyst prediction with 721,799 reactions and 888 catalyst types from USPTO. Predict which catalyst facilitates the given reaction. (1) Reactant: C1C=CC2N(O)N=[N:7]C=2C=1.[O:11]=[C:12]([N:17]1[CH2:22][CH2:21][N:20]([C:23](=[O:33])[C:24]2[CH:29]=[C:28]([F:30])[C:27]([F:31])=[C:26]([F:32])[CH:25]=2)[CH2:19][CH2:18]1)[CH2:13][C:14](O)=[O:15].CCN=C=NCCCN(C)C.Cl.O1C=NC(C2C=CC(N)=CC=2)=N1. Product: [O:11]=[C:12]([N:17]1[CH2:22][CH2:21][N:20]([C:23](=[O:33])[C:24]2[CH:29]=[C:28]([F:30])[C:27]([F:31])=[C:26]([F:32])[CH:25]=2)[CH2:19][CH2:18]1)[CH2:13][C:14]([NH2:7])=[O:15]. The catalyst class is: 792. (2) Reactant: C[O:2][C:3]1[CH:8]=[CH:7][C:6]([C:9]2[S:13][C:12]([CH:14]([N:17]3[CH:21]=[CH:20][N:19]=[CH:18]3)[CH2:15][CH3:16])=[CH:11][CH:10]=2)=[CH:5][CH:4]=1.B(Br)(Br)Br. Product: [N:17]1([CH:14]([C:12]2[S:13][C:9]([C:6]3[CH:5]=[CH:4][C:3]([OH:2])=[CH:8][CH:7]=3)=[CH:10][CH:11]=2)[CH2:15][CH3:16])[CH:21]=[CH:20][N:19]=[CH:18]1. The catalyst class is: 2. (3) Reactant: [CH3:1][C:2]1[N:3]([S:13]([C:16]2[CH:21]=[CH:20][CH:19]=[CH:18][CH:17]=2)(=[O:15])=[O:14])[C:4]2[CH:5]=[CH:6][CH:7]=[C:8]([CH:11]=[O:12])[C:9]=2[CH:10]=1.[BH4-].[Na+]. Product: [CH3:1][C:2]1[N:3]([S:13]([C:16]2[CH:21]=[CH:20][CH:19]=[CH:18][CH:17]=2)(=[O:15])=[O:14])[C:4]2[C:9]([CH:10]=1)=[C:8]([CH2:11][OH:12])[CH:7]=[CH:6][CH:5]=2. The catalyst class is: 464. (4) Reactant: ClC1C=C(C(OO)=[O:9])C=CC=1.[F:12][CH:13]([F:48])[O:14][C:15]1[CH:20]=[CH:19][C:18]([C:21]2[CH:26]=[CH:25][C:24]([S:27][CH2:28][C:29]3[CH:30]=[C:31]([C:35]([NH:37][S:38]([C:41]4[CH:46]=[CH:45][CH:44]=[CH:43][C:42]=4[CH3:47])(=[O:40])=[O:39])=[O:36])[O:32][C:33]=3[CH3:34])=[CH:23][CH:22]=2)=[CH:17][CH:16]=1. Product: [F:48][CH:13]([F:12])[O:14][C:15]1[CH:16]=[CH:17][C:18]([C:21]2[CH:22]=[CH:23][C:24]([S:27]([CH2:28][C:29]3[CH:30]=[C:31]([C:35]([NH:37][S:38]([C:41]4[CH:46]=[CH:45][CH:44]=[CH:43][C:42]=4[CH3:47])(=[O:40])=[O:39])=[O:36])[O:32][C:33]=3[CH3:34])=[O:9])=[CH:25][CH:26]=2)=[CH:19][CH:20]=1. The catalyst class is: 147. (5) Reactant: [F:1][C:2]1[C:7]([F:8])=[C:6]([O:9]C)[CH:5]=[CH:4][C:3]=1[C:11]1[CH:12]([CH3:18])[CH2:13][C:14](=[O:17])[NH:15][N:16]=1.[Cl-].[Al+3].[Cl-].[Cl-]. Product: [F:1][C:2]1[C:7]([F:8])=[C:6]([OH:9])[CH:5]=[CH:4][C:3]=1[C:11]1[CH:12]([CH3:18])[CH2:13][C:14](=[O:17])[NH:15][N:16]=1. The catalyst class is: 4. (6) Reactant: [CH3:1][C:2]1[N:7]2[N:8]=[C:9](/[CH:11]=[CH:12]/[C:13]3[NH:14][CH:15]=[C:16]([C:18]4[O:19][C:20]([CH3:23])=[CH:21][CH:22]=4)[N:17]=3)[N:10]=[C:6]2[CH:5]=[CH:4][CH:3]=1.[H][H]. Product: [CH3:1][C:2]1[N:7]2[N:8]=[C:9]([CH2:11][CH2:12][C:13]3[NH:14][CH:15]=[C:16]([C:18]4[O:19][C:20]([CH3:23])=[CH:21][CH:22]=4)[N:17]=3)[N:10]=[C:6]2[CH:5]=[CH:4][CH:3]=1. The catalyst class is: 19. (7) Reactant: [NH2:1][C@@H:2]1[CH2:7][CH2:6][C@H:5]([C:8]([O:10][C:11]([CH3:14])([CH3:13])[CH3:12])=[O:9])[CH2:4][CH2:3]1.CCN(CC)CC.[Cl:22][C:23]1[C:32]2[C:27](=[CH:28][CH:29]=[C:30]([S:33](Cl)(=[O:35])=[O:34])[CH:31]=2)[C:26]([Cl:37])=[CH:25][N:24]=1. Product: [Cl:22][C:23]1[C:32]2[C:27](=[CH:28][CH:29]=[C:30]([S:33]([NH:1][C@@H:2]3[CH2:3][CH2:4][C@H:5]([C:8]([O:10][C:11]([CH3:14])([CH3:13])[CH3:12])=[O:9])[CH2:6][CH2:7]3)(=[O:35])=[O:34])[CH:31]=2)[C:26]([Cl:37])=[CH:25][N:24]=1. The catalyst class is: 2.